From a dataset of Forward reaction prediction with 1.9M reactions from USPTO patents (1976-2016). Predict the product of the given reaction. Given the reactants Cl[C:2]1[N:10]=[CH:9][C:8]([Cl:11])=[CH:7][C:3]=1[C:4]([OH:6])=[O:5].[Cl:12][C:13]1[CH:14]=[N:15][CH:16]=[C:17]([OH:19])[CH:18]=1.C(=O)([O-])[O-].[K+].[K+], predict the reaction product. The product is: [Cl:11][C:8]1[CH:9]=[N:10][C:2]([O:19][C:17]2[CH:16]=[N:15][CH:14]=[C:13]([Cl:12])[CH:18]=2)=[C:3]([CH:7]=1)[C:4]([OH:6])=[O:5].